This data is from Forward reaction prediction with 1.9M reactions from USPTO patents (1976-2016). The task is: Predict the product of the given reaction. (1) The product is: [Br:15][C:16]1[C:17](=[O:33])[N:18]([CH2:2][C@@H:3]([C:9]2[CH:14]=[CH:13][CH:12]=[CH:11][CH:10]=2)[CH2:4][O:5][C:6](=[O:8])[CH3:7])[C:19](=[O:32])[N:20]([CH2:23][C:24]2[C:25]([F:31])=[CH:26][CH:27]=[CH:28][C:29]=2[F:30])[C:21]=1[CH3:22]. Given the reactants O[CH2:2][C@@H:3]([C:9]1[CH:14]=[CH:13][CH:12]=[CH:11][CH:10]=1)[CH2:4][O:5][C:6](=[O:8])[CH3:7].[Br:15][C:16]1[C:17](=[O:33])[NH:18][C:19](=[O:32])[N:20]([CH2:23][C:24]2[C:29]([F:30])=[CH:28][CH:27]=[CH:26][C:25]=2[F:31])[C:21]=1[CH3:22].C1(P(C2C=CC=CC=2)C2C=CC=CC=2)C=CC=CC=1.CC(OC(/N=N/C(OC(C)(C)C)=O)=O)(C)C, predict the reaction product. (2) Given the reactants [Br:1][C:2]1[CH:16]=[CH:15][CH:14]=[C:13]([N+:17]([O-])=O)[C:3]=1[CH2:4][O:5][Si:6]([C:9]([CH3:12])([CH3:11])[CH3:10])([CH3:8])[CH3:7].C(O)C.[Cl-].[NH4+], predict the reaction product. The product is: [Br:1][C:2]1[C:3]([CH2:4][O:5][Si:6]([C:9]([CH3:12])([CH3:11])[CH3:10])([CH3:7])[CH3:8])=[C:13]([CH:14]=[CH:15][CH:16]=1)[NH2:17]. (3) Given the reactants I[C:2]1[S:3][C:4]2[CH:10]=[C:9]([O:11][CH3:12])[CH:8]=[CH:7][C:5]=2[N:6]=1.[C:13]([C:15]1[CH:22]=[CH:21][C:18]([NH:19][CH3:20])=[C:17]([N+:23]([O-:25])=[O:24])[CH:16]=1)#[CH:14], predict the reaction product. The product is: [CH3:12][O:11][C:9]1[CH:8]=[CH:7][C:5]2[N:6]=[C:2]([C:14]#[C:13][C:15]3[CH:22]=[CH:21][C:18]([NH:19][CH3:20])=[C:17]([N+:23]([O-:25])=[O:24])[CH:16]=3)[S:3][C:4]=2[CH:10]=1. (4) The product is: [CH3:23][C:17]1[CH:18]=[C:19]([CH3:22])[CH:20]=[CH:21][C:16]=1[N:13]1[CH2:14][CH2:15][N:10]([C:8]([C:5]2[CH:6]=[CH:7][C:2]([N:30]3[C@H:29]([CH3:28])[C@H:33]([C:34]4[CH:39]=[CH:38][CH:37]=[CH:36][CH:35]=4)[O:32][C:31]3=[O:40])=[CH:3][C:4]=2[S:24]([CH3:27])(=[O:26])=[O:25])=[O:9])[CH2:11][CH2:12]1. Given the reactants Br[C:2]1[CH:7]=[CH:6][C:5]([C:8]([N:10]2[CH2:15][CH2:14][N:13]([C:16]3[CH:21]=[CH:20][C:19]([CH3:22])=[CH:18][C:17]=3[CH3:23])[CH2:12][CH2:11]2)=[O:9])=[C:4]([S:24]([CH3:27])(=[O:26])=[O:25])[CH:3]=1.[CH3:28][C@@H:29]1[C@H:33]([C:34]2[CH:39]=[CH:38][CH:37]=[CH:36][CH:35]=2)[O:32][C:31](=[O:40])[NH:30]1, predict the reaction product. (5) Given the reactants [CH3:1][O:2][C:3]1[CH:12]=[C:11]2[C:6]([N:7]=[CH:8][C:9](=[O:35])[N:10]2[CH2:13][CH2:14][N:15]2[CH2:20][CH2:19][CH:18]([NH:21][CH2:22][C:23]3[CH:32]=[C:31]([O:33][CH3:34])[C:26]4[O:27][CH2:28][CH2:29][O:30][C:25]=4[CH:24]=3)[CH2:17][CH2:16]2)=[CH:5][CH:4]=1.[ClH:36].C(OCC)(=O)C, predict the reaction product. The product is: [ClH:36].[CH3:1][O:2][C:3]1[CH:12]=[C:11]2[C:6]([N:7]=[CH:8][C:9](=[O:35])[N:10]2[CH2:13][CH2:14][N:15]2[CH2:20][CH2:19][CH:18]([NH:21][CH2:22][C:23]3[CH:32]=[C:31]([O:33][CH3:34])[C:26]4[O:27][CH2:28][CH2:29][O:30][C:25]=4[CH:24]=3)[CH2:17][CH2:16]2)=[CH:5][CH:4]=1. (6) Given the reactants [OH:1][C:2]1[CH:13]=[CH:12][CH:11]=[CH:10][C:3]=1[CH2:4][CH2:5][NH:6][C:7](=[O:9])[CH3:8].[C:14](=[O:17])([O-])[O-].[K+].[K+], predict the reaction product. The product is: [CH:14]([C:2]1[CH:13]=[CH:12][CH:11]=[CH:10][C:3]=1[O:1][C:2]1[CH:13]=[CH:12][CH:11]=[CH:10][C:3]=1[CH2:4][CH2:5][NH:6][C:7](=[O:9])[CH3:8])=[O:17].